From a dataset of Full USPTO retrosynthesis dataset with 1.9M reactions from patents (1976-2016). Predict the reactants needed to synthesize the given product. (1) Given the product [N:1]([CH2:4][CH2:5][CH:6]([O:14][C:16]1[N:23]=[C:22]([C:24]([F:27])([F:25])[F:26])[CH:21]=[CH:20][C:17]=1[C:18]#[N:19])[C:7]([F:12])([F:13])[C:8]([F:10])([F:11])[F:9])=[N+:2]=[N-:3], predict the reactants needed to synthesize it. The reactants are: [N:1]([CH2:4][CH2:5][CH:6]([OH:14])[C:7]([F:13])([F:12])[C:8]([F:11])([F:10])[F:9])=[N+:2]=[N-:3].Cl[C:16]1[N:23]=[C:22]([C:24]([F:27])([F:26])[F:25])[CH:21]=[CH:20][C:17]=1[C:18]#[N:19].C(=O)([O-])[O-].[Cs+].[Cs+].O. (2) Given the product [CH:21]([C:2]1[C:3]([CH3:12])=[CH:4][C:5]([CH3:11])=[C:6]([CH:10]=1)[C:7]([OH:9])=[O:8])=[O:22], predict the reactants needed to synthesize it. The reactants are: I[C:2]1[C:3]([CH3:12])=[CH:4][C:5]([CH3:11])=[C:6]([CH:10]=1)[C:7]([OH:9])=[O:8].[Li]CCCC.CN([CH:21]=[O:22])C. (3) Given the product [CH3:64][Si:63]([C:67]#[C:68][C:2]1[CH:3]=[CH:4][C:5]2[C:14]3[CH:13]=[C:12]4[CH2:15][CH2:16][CH2:17][C:18](=[O:19])[C:11]4=[CH:10][C:9]=3[O:8][CH2:7][C:6]=2[CH:20]=1)([CH3:66])[CH3:65], predict the reactants needed to synthesize it. The reactants are: Cl[C:2]1[CH:3]=[CH:4][C:5]2[C:14]3[CH:13]=[C:12]4[CH2:15][CH2:16][CH2:17][C:18](=[O:19])[C:11]4=[CH:10][C:9]=3[O:8][CH2:7][C:6]=2[CH:20]=1.P([O-])([O-])([O-])=O.[K+].[K+].[K+].CC(C1C=C(C(C)C)C(C2C=CC=CC=2P(C2CCCCC2)C2CCCCC2)=C(C(C)C)C=1)C.[Si:63]([C:67]#[CH:68])([CH3:66])([CH3:65])[CH3:64]. (4) Given the product [CH2:1]([O:3][C:4]([C:6]1([CH2:29][CH2:30][N:31]2[C:32](=[O:41])[C:33]3[C:34](=[CH:37][CH:38]=[CH:39][CH:40]=3)[C:35]2=[O:36])[CH2:12][CH2:11][N:10]([S:13]([C:16]2[CH:21]=[CH:20][C:19]([CH3:22])=[CH:18][CH:17]=2)(=[O:14])=[O:15])[C:9]2[CH:23]=[CH:24][CH:25]=[CH:26][C:8]=2[C:7]1=[O:27])=[O:5])[CH3:2], predict the reactants needed to synthesize it. The reactants are: [CH2:1]([O:3][C:4]([CH:6]1[CH2:12][CH2:11][N:10]([S:13]([C:16]2[CH:21]=[CH:20][C:19]([CH3:22])=[CH:18][CH:17]=2)(=[O:15])=[O:14])[C:9]2[CH:23]=[CH:24][CH:25]=[CH:26][C:8]=2[C:7]1=[O:27])=[O:5])[CH3:2].Br[CH2:29][CH2:30][N:31]1[C:35](=[O:36])[C:34]2=[CH:37][CH:38]=[CH:39][CH:40]=[C:33]2[C:32]1=[O:41]. (5) Given the product [C:29]([O:33][C:34]([N:36]1[CH2:41][CH2:40][N:39]2[C:42]([C:48]3[CH:53]=[CH:52][CH:51]=[CH:50][CH:49]=3)=[C:43]([C:46]#[N:47])[C:44]([C:28]([OH:27])=[O:55])=[C:38]2[CH2:37]1)=[O:35])([CH3:32])([CH3:31])[CH3:30], predict the reactants needed to synthesize it. The reactants are: C1(P(C2C=CC=CC=2)C2C=CC=CC=2)C=CC=CC=1.CC1C=CC([O:27][CH3:28])=CC=1.[C:29]([O:33][C:34]([N:36]1[CH2:41][CH2:40][N:39]2[C:42]([C:48]3[CH:53]=[CH:52][CH:51]=[CH:50][CH:49]=3)=[C:43]([C:46]#[N:47])[C:44](I)=[C:38]2[CH2:37]1)=[O:35])([CH3:32])([CH3:31])[CH3:30].[C]=[O:55].[OH-].[Na+]. (6) Given the product [CH2:7]([O:9][CH:10]([O:12][C:13]1[CH:14]=[C:15]2[C:20](=[CH:21][CH:22]=1)[CH:19]=[C:18]([CH:23]=[CH2:1])[CH:17]=[CH:16]2)[CH3:11])[CH3:8], predict the reactants needed to synthesize it. The reactants are: [CH3:1]C(C)([O-])C.[K+].[CH2:7]([O:9][CH:10]([O:12][C:13]1[CH:14]=[C:15]2[C:20](=[CH:21][CH:22]=1)[CH:19]=[C:18]([CH:23]=O)[CH:17]=[CH:16]2)[CH3:11])[CH3:8].O.